From a dataset of Reaction yield outcomes from USPTO patents with 853,638 reactions. Predict the reaction yield, written as a fraction of the theoretical maximum amount of product (1.0 means a 100% yield; for example, 0.34 means a 34% yield). (1) The reactants are [N:1]1([C:6]2[NH:10][C:9]3[CH:11]=[CH:12][CH:13]=[CH:14][C:8]=3[N:7]=2)[CH2:5][CH2:4][CH2:3][CH2:2]1.Br[CH2:16][C:17]1[CH:36]=[CH:35][C:20]2/[C:21](=[C:31](/[CH3:34])\[C:32]#[N:33])/[C:22]3[CH:29]=[CH:28][C:27]([F:30])=[CH:26][C:23]=3[O:24][CH2:25][C:19]=2[CH:18]=1. No catalyst specified. The product is [F:30][C:27]1[CH:28]=[CH:29][C:22]2=[C:23]([CH:26]=1)[O:24][CH2:25][C:19]1[CH:18]=[C:17]([CH2:16][N:10]3[C:9]4[CH:11]=[CH:12][CH:13]=[CH:14][C:8]=4[N:7]=[C:6]3[N:1]3[CH2:5][CH2:4][CH2:3][CH2:2]3)[CH:36]=[CH:35][C:20]=1/[C:21]/2=[C:31](/[CH3:34])\[C:32]#[N:33]. The yield is 0.910. (2) The reactants are C(O[C:4](=[O:21])[CH2:5][C:6]([CH:8]1[CH2:13][CH2:12][N:11]([C:14]([O:16][C:17]([CH3:20])([CH3:19])[CH3:18])=[O:15])[CH2:10][CH2:9]1)=O)C.[NH2:22][C:23]1[CH:31]=[C:30]2[C:26]([C:27]([NH2:32])=[N:28][NH:29]2)=[CH:25][CH:24]=1.P([O-])([O-])([O-])=O.[K+].[K+].[K+]. The catalyst is COCC(O)C.ClCCl.CO. The product is [NH2:22][C:23]1[CH:24]=[CH:25][C:26]2[C:30]([CH:31]=1)=[N:29][N:28]1[C:4](=[O:21])[CH:5]=[C:6]([CH:8]3[CH2:9][CH2:10][N:11]([C:14]([O:16][C:17]([CH3:18])([CH3:19])[CH3:20])=[O:15])[CH2:12][CH2:13]3)[NH:32][C:27]=21. The yield is 0.0400.